Task: Predict which catalyst facilitates the given reaction.. Dataset: Catalyst prediction with 721,799 reactions and 888 catalyst types from USPTO (1) The catalyst class is: 64. Reactant: [C:1]([O:5][C:6]([N:8]1[CH:21]([C:22]([OH:24])=[O:23])[CH2:20][C:19]2[CH:18]=[C:17]3[C:12]([O:13][C@@H:14]([C:26]4[CH:31]=[CH:30][C:29]([O:32][CH2:33][C:34]5[CH:39]=[CH:38][C:37]([Cl:40])=[C:36]([Cl:41])[CH:35]=5)=[CH:28][CH:27]=4)[C:15](=[O:25])[NH:16]3)=[CH:11][C:10]=2[CH2:9]1)=[O:7])([CH3:4])([CH3:3])[CH3:2].C(Cl)CCl. Product: [C:1]([O:5][C:6]([N:8]1[C@H:21]([C:22]([OH:24])=[O:23])[CH2:20][C:19]2[CH:18]=[C:17]3[C:12]([O:13][C@@H:14]([C:26]4[CH:31]=[CH:30][C:29]([O:32][CH2:33][C:34]5[CH:39]=[CH:38][C:37]([Cl:40])=[C:36]([Cl:41])[CH:35]=5)=[CH:28][CH:27]=4)[C:15](=[O:25])[NH:16]3)=[CH:11][C:10]=2[CH2:9]1)=[O:7])([CH3:4])([CH3:2])[CH3:3]. (2) Product: [CH:1]1([N:6]2[CH2:12][C:11]([F:14])([F:13])[C:10](=[O:15])[N:9]([CH3:16])[C:8]3[CH:17]=[N:18][C:19]([NH:21][C:22]4[CH:30]=[CH:29][C:25]([C:26]([NH:40][CH:37]5[CH2:38][CH2:39][N:34]([CH3:33])[CH2:35][CH2:36]5)=[O:27])=[CH:24][C:23]=4[O:31][CH3:32])=[N:20][C:7]2=3)[CH2:5][CH2:4][CH2:3][CH2:2]1. The catalyst class is: 10. Reactant: [CH:1]1([N:6]2[CH2:12][C:11]([F:14])([F:13])[C:10](=[O:15])[N:9]([CH3:16])[C:8]3[CH:17]=[N:18][C:19]([NH:21][C:22]4[CH:30]=[CH:29][C:25]([C:26](O)=[O:27])=[CH:24][C:23]=4[O:31][CH3:32])=[N:20][C:7]2=3)[CH2:5][CH2:4][CH2:3][CH2:2]1.[CH3:33][N:34]1[CH2:39][CH2:38][CH:37]([NH2:40])[CH2:36][CH2:35]1.C(N(C(C)C)CC)(C)C. (3) Reactant: FC1C=C(C(Cl)=O)C=CC=1.[F:11][C:12]1[CH:13]=[C:14]([C:18]([N:20]=[C:21]=[S:22])=[O:19])[CH:15]=[CH:16][CH:17]=1.[CH3:23][O:24][C:25]1[CH:26]=[C:27]2[C:32](=[CH:33][C:34]=1[O:35][CH3:36])[N:31]=[CH:30][CH:29]=[C:28]2[O:37][C:38]1[CH:44]=[CH:43][C:41]([NH2:42])=[C:40]([CH3:45])[CH:39]=1.C1(C)C=CC=CC=1. Product: [F:11][C:12]1[CH:13]=[C:14]([C:18]([N:20]=[C:21]=[S:22])=[O:19])[CH:15]=[CH:16][CH:17]=1.[CH3:23][O:24][C:25]1[CH:26]=[C:27]2[C:32](=[CH:33][C:34]=1[O:35][CH3:36])[N:31]=[CH:30][CH:29]=[C:28]2[O:37][C:38]1[CH:44]=[CH:43][C:41]([NH:42][C:21]([NH:20][C:18](=[O:19])[C:14]2[CH:15]=[CH:16][CH:17]=[C:12]([F:11])[CH:13]=2)=[S:22])=[C:40]([CH3:45])[CH:39]=1. The catalyst class is: 8. (4) Reactant: [O-]CC.[Na+].Cl([O-])(=O)(=O)=O.CN(C)[CH:12]=[C:13]([C:18]1[CH:23]=[CH:22][CH:21]=[CH:20][CH:19]=1)[CH:14]=[N+:15]([CH3:17])[CH3:16].Cl.[CH2:26]([O:28][C:29](=[O:33])CNC)[CH3:27]. Product: [CH3:16][N:15]1[CH:14]=[C:13]([C:18]2[CH:23]=[CH:22][CH:21]=[CH:20][CH:19]=2)[CH:12]=[C:17]1[C:29]([O:28][CH2:26][CH3:27])=[O:33]. The catalyst class is: 14. (5) Reactant: C([O:4][C:5]1[CH:10]=[C:9]([CH3:11])[CH:8]=[C:7]([F:12])[C:6]=1[C:13](=[O:24])[C:14]1[CH:19]=[CH:18][C:17]([O:20][CH2:21][CH2:22][CH3:23])=[CH:16][CH:15]=1)(=O)C.[Br:25]N1C(=O)CCC1=O. Product: [Br:25][CH2:11][C:9]1[CH:8]=[C:7]([F:12])[C:6]([C:13](=[O:24])[C:14]2[CH:19]=[CH:18][C:17]([O:20][CH2:21][CH2:22][CH3:23])=[CH:16][CH:15]=2)=[C:5]([OH:4])[CH:10]=1. The catalyst class is: 734.